Dataset: Forward reaction prediction with 1.9M reactions from USPTO patents (1976-2016). Task: Predict the product of the given reaction. Given the reactants C[O:2][C:3]1[CH:8]=[C:7]([O:9][CH3:10])[CH:6]=[CH:5][C:4]=1[C:11]1[C:20](=[O:21])[C:19]2[C:14](=[CH:15][C:16]([OH:22])=[CH:17][CH:18]=2)[O:13][CH:12]=1.[Al+3].[Cl-].[Cl-].[Cl-].O, predict the reaction product. The product is: [OH:22][C:16]1[CH:15]=[C:14]2[C:19]([C:20](=[O:21])[C:11]([C:4]3[CH:5]=[CH:6][C:7]([O:9][CH3:10])=[CH:8][C:3]=3[OH:2])=[CH:12][O:13]2)=[CH:18][CH:17]=1.